Dataset: Full USPTO retrosynthesis dataset with 1.9M reactions from patents (1976-2016). Task: Predict the reactants needed to synthesize the given product. (1) Given the product [C:12]1([CH2:18][C:19]([O:21][CH:23]2[CH2:24][CH2:25][CH2:26][CH2:27][O:22]2)=[O:20])[CH:17]=[CH:16][CH:15]=[CH:14][CH:13]=1, predict the reactants needed to synthesize it. The reactants are: C1(C)C=CC(S(O)(=O)=O)=CC=1.[C:12]1([CH2:18][C:19]([OH:21])=[O:20])[CH:17]=[CH:16][CH:15]=[CH:14][CH:13]=1.[O:22]1[CH:27]=[CH:26][CH2:25][CH2:24][CH2:23]1.C(N(CC)CC)C. (2) The reactants are: [CH:1]1([C:6]2[N:7]=[C:8]([CH2:18][C:19]3[CH:24]=[CH:23][C:22]([CH2:25][C:26](OC)=[O:27])=[CH:21][CH:20]=3)[C:9]3[S:15](=[O:17])(=[O:16])[CH2:14][CH2:13][CH2:12][C:10]=3[N:11]=2)[CH2:5][CH2:4][CH2:3][CH2:2]1.CC(C[AlH]CC(C)C)C. Given the product [CH:1]1([C:6]2[N:7]=[C:8]([CH2:18][C:19]3[CH:24]=[CH:23][C:22]([CH2:25][CH2:26][OH:27])=[CH:21][CH:20]=3)[C:9]3[S:15](=[O:17])(=[O:16])[CH2:14][CH2:13][CH2:12][C:10]=3[N:11]=2)[CH2:5][CH2:4][CH2:3][CH2:2]1, predict the reactants needed to synthesize it.